This data is from Reaction yield outcomes from USPTO patents with 853,638 reactions. The task is: Predict the reaction yield, written as a fraction of the theoretical maximum amount of product (1.0 means a 100% yield; for example, 0.34 means a 34% yield). (1) The yield is 0.800. The product is [Br:1][C:2]1[O:6][C:5]([CH2:7][CH2:8][CH:9]([CH2:15][OH:16])[CH2:10][OH:11])=[N:4][C:3]=1[C:20]1[CH:21]=[CH:22][C:23]([C:26]([F:29])([F:28])[F:27])=[CH:24][CH:25]=1. The catalyst is CO. The reactants are [Br:1][C:2]1[O:6][C:5]([CH2:7][CH2:8][CH:9]([C:15](OCC)=[O:16])[C:10](OCC)=[O:11])=[N:4][C:3]=1[C:20]1[CH:25]=[CH:24][C:23]([C:26]([F:29])([F:28])[F:27])=[CH:22][CH:21]=1.[BH4-].[Na+]. (2) The reactants are [CH3:1][S:2](Cl)(=[O:4])=[O:3].[F:6][CH:7]([F:40])[C:8]1[N:12]([C:13]2[N:14]=[C:15]([N:28]3[CH2:33][CH2:32][O:31][CH2:30][CH2:29]3)[C:16]3[N:21]=[N:20][N:19]([CH:22]4[CH2:27][CH2:26][NH:25][CH2:24][CH2:23]4)[C:17]=3[N:18]=2)[C:11]2[CH:34]=[CH:35][CH:36]=[C:37]([O:38][CH3:39])[C:10]=2[N:9]=1.C([O-])([O-])=O.[K+].[K+].O. The catalyst is C(Cl)Cl. The product is [F:40][CH:7]([F:6])[C:8]1[N:12]([C:13]2[N:14]=[C:15]([N:28]3[CH2:29][CH2:30][O:31][CH2:32][CH2:33]3)[C:16]3[N:21]=[N:20][N:19]([CH:22]4[CH2:23][CH2:24][N:25]([S:2]([CH3:1])(=[O:4])=[O:3])[CH2:26][CH2:27]4)[C:17]=3[N:18]=2)[C:11]2[CH:34]=[CH:35][CH:36]=[C:37]([O:38][CH3:39])[C:10]=2[N:9]=1. The yield is 0.870. (3) The reactants are C(OC([N:8]1[CH2:12][CH:11]([O:13][C:14]2[CH:19]=[CH:18][C:17]([F:20])=[CH:16][C:15]=2[F:21])[CH2:10][CH:9]1[CH2:22][O:23][C:24]1[CH:33]=[CH:32][C:27]([C:28]([O:30][CH3:31])=[O:29])=[CH:26][CH:25]=1)=O)(C)(C)C.C(O)(C(F)(F)F)=O. The catalyst is C(Cl)Cl. The product is [F:21][C:15]1[CH:16]=[C:17]([F:20])[CH:18]=[CH:19][C:14]=1[O:13][CH:11]1[CH2:12][NH:8][CH:9]([CH2:22][O:23][C:24]2[CH:33]=[CH:32][C:27]([C:28]([O:30][CH3:31])=[O:29])=[CH:26][CH:25]=2)[CH2:10]1. The yield is 0.920. (4) The reactants are CO.O.[CH3:4][C:5]1[N:9]([S:10]([C:13]2[CH:18]=[CH:17][C:16]([S:19]([CH3:22])(=[O:21])=[O:20])=[CH:15][CH:14]=2)(=[O:12])=[O:11])[C:8]2[S:23][CH:24]=[CH:25][C:7]=2[C:6]=1[CH2:26][C:27]([O:29]C)=[O:28].[OH-].[K+]. The catalyst is CC(O)=O. The product is [CH3:4][C:5]1[N:9]([S:10]([C:13]2[CH:18]=[CH:17][C:16]([S:19]([CH3:22])(=[O:21])=[O:20])=[CH:15][CH:14]=2)(=[O:11])=[O:12])[C:8]2[S:23][CH:24]=[CH:25][C:7]=2[C:6]=1[CH2:26][C:27]([OH:29])=[O:28]. The yield is 0.146. (5) The catalyst is CN(C)C=O.C(OCC)(=O)C. The yield is 0.990. The product is [CH:1]([C:3]1[CH:11]=[CH:10][CH:9]=[CH:8][C:4]=1[C:5]([O:7][CH2:18][C:19]1[CH:24]=[CH:23][CH:22]=[CH:21][CH:20]=1)=[O:6])=[O:2]. The reactants are [CH:1]([C:3]1[CH:11]=[CH:10][CH:9]=[CH:8][C:4]=1[C:5]([O-:7])=[O:6])=[O:2].C(=O)([O-])[O-].[K+].[K+].[CH2:18](Br)[C:19]1[CH:24]=[CH:23][CH:22]=[CH:21][CH:20]=1. (6) The reactants are CO[C:3](=[O:25])[C:4]1[CH:9]=[CH:8][C:7]([O:10][CH2:11][C:12]2[C:13]([C:18]3[CH:23]=[CH:22][C:21]([Cl:24])=[CH:20][CH:19]=3)=[N:14][O:15][C:16]=2[CH3:17])=[N:6][CH:5]=1.[NH2:26][CH:27]1[CH2:32][CH2:31][O:30][CH2:29][CH2:28]1. No catalyst specified. The product is [Cl:24][C:21]1[CH:22]=[CH:23][C:18]([C:13]2[C:12]([CH2:11][O:10][C:7]3[CH:8]=[CH:9][C:4]([C:3]([NH:26][CH:27]4[CH2:32][CH2:31][O:30][CH2:29][CH2:28]4)=[O:25])=[CH:5][N:6]=3)=[C:16]([CH3:17])[O:15][N:14]=2)=[CH:19][CH:20]=1. The yield is 0.770.